From a dataset of Full USPTO retrosynthesis dataset with 1.9M reactions from patents (1976-2016). Predict the reactants needed to synthesize the given product. (1) Given the product [CH:17]1([N:16]([CH:24]2[CH2:28][CH2:27][CH2:26][CH2:25]2)[C:14](=[O:15])[NH:13][C:11]2[S:12][C:8]([S:7][CH2:5][CH2:6][C:52]([OH:56])=[O:51])=[CH:9][N:10]=2)[CH2:18][CH2:19][CH2:20][CH2:21][CH2:22]1, predict the reactants needed to synthesize it. The reactants are: C(OC(=O)[CH:5]([S:7][C:8]1[S:12][C:11]([NH:13][C:14]([N:16]([CH:24]2[CH2:28][CH2:27][CH2:26][CH2:25]2)[C@H:17]2[CH2:22][CH2:21][C@H:20](C)[CH2:19][CH2:18]2)=[O:15])=[N:10][CH:9]=1)[CH3:6])C.C1(N[C@H]2CC[C@H](C)CC2)CCCC1.NC1SC=NC=1.C([O:51][C:52](=[O:56])C(S)C)C. (2) Given the product [F:23][C:20]([F:21])([F:22])[C:16]1[CH:15]=[C:14]([CH:19]=[CH:18][CH:17]=1)[O:13][CH:10]1[CH2:11][CH2:12][NH:8][CH2:9]1, predict the reactants needed to synthesize it. The reactants are: C([N:8]1[CH2:12][CH2:11][CH:10]([O:13][C:14]2[CH:19]=[CH:18][CH:17]=[C:16]([C:20]([F:23])([F:22])[F:21])[CH:15]=2)[CH2:9]1)C1C=CC=CC=1.C(N1CCC(O)C1)C1C=CC=CC=1.